The task is: Predict which catalyst facilitates the given reaction.. This data is from Catalyst prediction with 721,799 reactions and 888 catalyst types from USPTO. (1) Reactant: [C:1]1([CH2:7][C@H:8]([NH:18][C:19](=[O:25])OC(C)(C)C)[C:9]2[NH:10][CH:11]=[C:12]([C:14](F)(F)F)[N:13]=2)[CH:6]=[CH:5][CH:4]=[CH:3][CH:2]=1.[C:26]1([NH2:33])[CH:31]=[CH:30][CH:29]=[CH:28][C:27]=1[NH2:32].[OH2:34].[C:35]1([CH3:45])[CH:40]=[CH:39][C:38](S(O)(=O)=O)=[CH:37][CH:36]=1. Product: [NH:32]1[C:27]2[CH:28]=[CH:29][CH:30]=[CH:31][C:26]=2[N:33]=[C:14]1[C:12]1[N:13]=[C:9]([C@@H:8]([NH:18][C:19]([C@H:38]2[CH2:39][CH2:40][C@H:35]([CH2:45][NH:18][C:19](=[O:25])[O:34][C:1]([CH3:7])([CH3:6])[CH3:2])[CH2:36][CH2:37]2)=[O:25])[CH2:7][C:1]2[CH:2]=[CH:3][CH:4]=[CH:5][CH:6]=2)[NH:10][CH:11]=1. The catalyst class is: 1. (2) Reactant: [OH:1][C:2]12[CH2:11][CH:6]3[CH2:7][CH:8]([CH2:10][C:4]([CH:12]([OH:15])[CH2:13][CH3:14])([CH2:5]3)[CH2:3]1)[CH2:9]2.[C:16](Cl)(=[O:19])[CH:17]=[CH2:18].C(N(CC)CC)C. Product: [OH:1][C:2]12[CH2:11][CH:6]3[CH2:7][CH:8]([CH2:10][C:4]([CH:12]([O:15][C:16](=[O:19])[CH:17]=[CH2:18])[CH2:13][CH3:14])([CH2:5]3)[CH2:3]1)[CH2:9]2. The catalyst class is: 12. (3) Reactant: CN(C=O)C.[CH3:6][O:7][C:8](=[O:34])[N:9]=[C:10]([S:32][CH3:33])[C:11](=[N:22][C:23]1[CH:28]=[CH:27][C:26]([C:29]#[N:30])=[C:25]([F:31])[CH:24]=1)[C:12]1[CH:17]=[C:16]([O:18][CH3:19])[CH:15]=[C:14]([OH:20])[C:13]=1[F:21].C(=O)([O-])[O-].[K+].[K+].Br[CH2:42][CH2:43][O:44][CH:45]1[CH2:50][CH2:49][CH2:48][CH2:47][O:46]1. Product: [CH3:6][O:7][C:8](=[O:34])[N:9]=[C:10]([S:32][CH3:33])[C:11](=[N:22][C:23]1[CH:28]=[CH:27][C:26]([C:29]#[N:30])=[C:25]([F:31])[CH:24]=1)[C:12]1[CH:17]=[C:16]([O:18][CH3:19])[CH:15]=[C:14]([O:20][CH2:42][CH2:43][O:44][CH:45]2[CH2:50][CH2:49][CH2:48][CH2:47][O:46]2)[C:13]=1[F:21]. The catalyst class is: 6. (4) Reactant: [CH2:1]([C:5]12[CH2:17][CH:16]([CH2:18][CH:19]=[O:20])[C:15](=[O:21])[C:14]([CH3:22])=[C:13]1[C:12]1[C:7](=[CH:8][C:9]([O:23]COC)=[CH:10][CH:11]=1)[CH2:6]2)[CH2:2][CH2:3][CH3:4].Cl. Product: [CH2:1]([C:5]12[CH2:17][CH:16]([CH2:18][CH:19]=[O:20])[C:15](=[O:21])[C:14]([CH3:22])=[C:13]1[C:12]1[C:7](=[CH:8][C:9]([OH:23])=[CH:10][CH:11]=1)[CH2:6]2)[CH2:2][CH2:3][CH3:4]. The catalyst class is: 191. (5) Reactant: [Cl:1][C:2]1[CH:7]=[CH:6][C:5]([C@@H:8]2[CH2:17][CH2:16][CH2:15][C@H:14]3[N:9]2[C:10](=[O:18])[CH2:11][CH:12]=[CH:13]3)=[CH:4][CH:3]=1.[H][H]. Product: [Cl:1][C:2]1[CH:7]=[CH:6][C:5]([C@@H:8]2[CH2:17][CH2:16][CH2:15][C@H:14]3[N:9]2[C:10](=[O:18])[CH2:11][CH2:12][CH2:13]3)=[CH:4][CH:3]=1. The catalyst class is: 663. (6) Reactant: [Br:1][C:2]1[CH:7]=[CH:6][C:5]([CH2:8]Br)=[CH:4][CH:3]=1.[C:10]([O:14][C:15](=[O:17])[NH2:16])([CH3:13])([CH3:12])[CH3:11].C([N:20]([CH2:23][CH3:24])CC)C.[C:33](O[C:33]([O:35][C:36]([CH3:39])([CH3:38])[CH3:37])=[O:34])(=[O:34])[O:35][C:36]([CH3:39])([CH3:38])[CH3:37].[C:40]1(C)C=CC=CC=1. Product: [C:10]([O:14][C:15](=[O:17])[NH:16][CH2:40][CH2:24][CH2:23][N:20]([CH2:8][C:5]1[CH:6]=[CH:7][C:2]([Br:1])=[CH:3][CH:4]=1)[C:33]([O:35][C:36]([CH3:37])([CH3:38])[CH3:39])=[O:34])([CH3:13])([CH3:12])[CH3:11]. The catalyst class is: 25. (7) Reactant: [CH3:1][O:2][C:3]1[CH:8]=[CH:7][C:6]([N+:9]([O-])=O)=[CH:5][C:4]=1[CH3:12]. Product: [CH3:1][O:2][C:3]1[CH:8]=[CH:7][C:6]([NH2:9])=[CH:5][C:4]=1[CH3:12]. The catalyst class is: 43. (8) Reactant: F[B-](F)(F)F.N1(OC(N(C)C)=[N+](C)C)C2C=CC=CC=2N=N1.[Cl:23][C:24]1[CH:28]=[N:27][N:26]([CH3:29])[C:25]=1[C:30]([OH:32])=O.[N:33]1([C:39]2[N:44]3[CH:45]=[C:46]([C:48]4[CH:53]=[CH:52][CH:51]=[CH:50][CH:49]=4)[N:47]=[C:43]3[CH:42]=[C:41]([NH2:54])[N:40]=2)[CH2:38][CH2:37][O:36][CH2:35][CH2:34]1. Product: [N:33]1([C:39]2[N:44]3[CH:45]=[C:46]([C:48]4[CH:53]=[CH:52][CH:51]=[CH:50][CH:49]=4)[N:47]=[C:43]3[CH:42]=[C:41]([NH:54][C:30]([C:25]3[N:26]([CH3:29])[N:27]=[CH:28][C:24]=3[Cl:23])=[O:32])[N:40]=2)[CH2:38][CH2:37][O:36][CH2:35][CH2:34]1. The catalyst class is: 39. (9) Reactant: [C:1]([O:5][C:6]([NH:8][C@H:9]1[CH2:14][CH2:13][CH2:12][N:11]([C:15]2[CH:20]=[CH:19][N:18]=[CH:17][C:16]=2[NH:21][C:22]([C:24]2[C:33]([NH:34][C:35](=[O:44])[O:36][CH2:37][C:38]3[CH:43]=[CH:42][CH:41]=[CH:40][CH:39]=3)=[CH:32][C:31]3[C:26](=[CH:27][C:28]([CH:45]([OH:47])[CH3:46])=[CH:29][CH:30]=3)[N:25]=2)=[O:23])[CH2:10]1)=[O:7])([CH3:4])([CH3:3])[CH3:2].CC(OI1(OC(C)=O)(OC(C)=O)OC(=O)C2C=CC=CC1=2)=O. Product: [C:45]([C:28]1[CH:27]=[C:26]2[C:31]([CH:32]=[C:33]([NH:34][C:35]([O:36][CH2:37][C:38]3[CH:39]=[CH:40][CH:41]=[CH:42][CH:43]=3)=[O:44])[C:24]([C:22]([NH:21][C:16]3[CH:17]=[N:18][CH:19]=[CH:20][C:15]=3[N:11]3[CH2:12][CH2:13][CH2:14][C@H:9]([NH:8][C:6](=[O:7])[O:5][C:1]([CH3:4])([CH3:3])[CH3:2])[CH2:10]3)=[O:23])=[N:25]2)=[CH:30][CH:29]=1)(=[O:47])[CH3:46]. The catalyst class is: 2.